Dataset: Reaction yield outcomes from USPTO patents with 853,638 reactions. Task: Predict the reaction yield, written as a fraction of the theoretical maximum amount of product (1.0 means a 100% yield; for example, 0.34 means a 34% yield). (1) The reactants are [N:1]1([CH2:10][CH2:11][N:12]2[CH2:17][CH2:16][O:15][C@H:14]([CH2:18][OH:19])[CH2:13]2)[C:9]2[C:4](=[CH:5][CH:6]=[CH:7][CH:8]=2)[CH2:3][CH2:2]1.[Cl:20][C:21]1[CH:22]=[C:23](O)[CH:24]=[CH:25][CH:26]=1.C1(P(C2C=CC=CC=2)C2C=CC=CC=2)C=CC=CC=1.CCOC(/N=N/C(OCC)=O)=O. The catalyst is C1COCC1. The product is [Cl:20][C:21]1[CH:26]=[C:25]([CH:24]=[CH:23][CH:22]=1)[O:19][CH2:18][C@H:14]1[O:15][CH2:16][CH2:17][N:12]([CH2:11][CH2:10][N:1]2[C:9]3[C:4](=[CH:5][CH:6]=[CH:7][CH:8]=3)[CH2:3][CH2:2]2)[CH2:13]1. The yield is 0.400. (2) The reactants are [Cl:1][C:2]1[CH:3]=[C:4]([NH:17][C:18]2[C:27]3[C:22](=[CH:23][C:24](F)=[C:25]([N+:28]([O-:30])=[O:29])[CH:26]=3)[N:21]=[CH:20][N:19]=2)[CH:5]=[CH:6][C:7]=1[O:8][CH2:9][C:10]1[CH:15]=[CH:14][CH:13]=[C:12]([F:16])[CH:11]=1.[CH3:32][CH2:33][O-:34].[Na+].O. The catalyst is CCO. The product is [Cl:1][C:2]1[CH:3]=[C:4]([NH:17][C:18]2[C:27]3[C:22](=[CH:23][C:24]([O:34][CH2:33][CH3:32])=[C:25]([N+:28]([O-:30])=[O:29])[CH:26]=3)[N:21]=[CH:20][N:19]=2)[CH:5]=[CH:6][C:7]=1[O:8][CH2:9][C:10]1[CH:15]=[CH:14][CH:13]=[C:12]([F:16])[CH:11]=1. The yield is 0.300.